Dataset: Reaction yield outcomes from USPTO patents with 853,638 reactions. Task: Predict the reaction yield, written as a fraction of the theoretical maximum amount of product (1.0 means a 100% yield; for example, 0.34 means a 34% yield). (1) The catalyst is C(Cl)Cl. The product is [Br:1][C:2]1[C:8]([Cl:9])=[CH:7][C:5]([NH:6][CH2:45][C:43]2[CH:42]=[CH:41][C:39]3[N:40]=[C:36]([S:35][CH3:34])[O:37][C:38]=3[CH:44]=2)=[C:4]([N+:10]([O-:12])=[O:11])[CH:3]=1. The reactants are [Br:1][C:2]1[C:8]([Cl:9])=[CH:7][C:5]([NH2:6])=[C:4]([N+:10]([O-:12])=[O:11])[CH:3]=1.C(O)(C(F)(F)F)=O.[BH-](OC(C)=O)(OC(C)=O)OC(C)=O.[Na+].[CH3:34][S:35][C:36]1[O:37][C:38]2[CH:44]=[C:43]([CH:45]=O)[CH:42]=[CH:41][C:39]=2[N:40]=1. The yield is 0.482. (2) The reactants are [NH2:1][C:2]1[N:10]=[CH:9][N:8]=[C:7]2[C:3]=1[N:4]=[CH:5][N:6]2[C@H:11]1[C@@H:15]2[O:16][C:17]([CH3:20])([CH3:19])[O:18][C@@H:14]2[C@@H:13]([CH2:21][S:22][CH2:23][CH2:24][CH2:25][CH2:26][C:27](O)=[O:28])[O:12]1.C1C=CC2N(O)N=NC=2C=1.CCN=C=NCCCN(C)C.[C:51]([C:55]1[CH:56]=[C:57]([NH2:62])[C:58]([NH2:61])=[CH:59][CH:60]=1)([CH3:54])([CH3:53])[CH3:52]. The catalyst is C(Cl)Cl. The product is [NH2:62][C:57]1[CH:56]=[C:55]([C:51]([CH3:53])([CH3:52])[CH3:54])[CH:60]=[CH:59][C:58]=1[NH:61][C:27](=[O:28])[CH2:26][CH2:25][CH2:24][CH2:23][S:22][CH2:21][C@@H:13]1[C@@H:14]2[C@@H:15]([O:16][C:17]([CH3:19])([CH3:20])[O:18]2)[C@H:11]([N:6]2[CH:5]=[N:4][C:3]3[C:7]2=[N:8][CH:9]=[N:10][C:2]=3[NH2:1])[O:12]1. The yield is 0.750. (3) The reactants are [CH3:1][C:2]1[S:3][C:4]2[CH:10]=[CH:9][C:8]([C:11](O)([CH2:14][CH3:15])[CH2:12][CH3:13])=[CH:7][C:5]=2[N:6]=1.[NH:17]1[C:25]2[C:20](=[CH:21][CH:22]=[CH:23][C:24]=2[NH:26][S:27]([CH3:30])(=[O:29])=[O:28])[CH:19]=[CH:18]1.C(O)(C(F)(F)F)=O. The catalyst is C(Cl)Cl. The product is [CH2:12]([C:11]([C:19]1[C:20]2[C:25](=[C:24]([NH:26][S:27]([CH3:30])(=[O:28])=[O:29])[CH:23]=[CH:22][CH:21]=2)[NH:17][CH:18]=1)([C:8]1[CH:9]=[CH:10][C:4]2[S:3][C:2]([CH3:1])=[N:6][C:5]=2[CH:7]=1)[CH2:14][CH3:15])[CH3:13]. The yield is 0.530.